From a dataset of Forward reaction prediction with 1.9M reactions from USPTO patents (1976-2016). Predict the product of the given reaction. The product is: [C:1]([O:5][C:6]([C:8]1([C:13]([O:15][CH2:22][C:23]2[CH:28]=[CH:27][CH:26]=[CH:25][CH:24]=2)=[O:14])[CH2:12][CH2:11][CH2:10][CH2:9]1)=[O:7])([CH3:4])([CH3:2])[CH3:3]. Given the reactants [C:1]([O:5][C:6]([C:8]1([C:13]([OH:15])=[O:14])[CH2:12][CH2:11][CH2:10][CH2:9]1)=[O:7])([CH3:4])([CH3:3])[CH3:2].C([O-])([O-])=O.[Cs+].[Cs+].[CH2:22](Br)[C:23]1[CH:28]=[CH:27][CH:26]=[CH:25][CH:24]=1, predict the reaction product.